This data is from Reaction yield outcomes from USPTO patents with 853,638 reactions. The task is: Predict the reaction yield, written as a fraction of the theoretical maximum amount of product (1.0 means a 100% yield; for example, 0.34 means a 34% yield). (1) The reactants are [F:1][C:2]([F:15])([F:14])[O:3][C:4]1[CH:13]=[CH:12][C:7]2[N:8]=[C:9]([NH2:11])[S:10][C:6]=2[CH:5]=1.[CH:16]([N:19]=[C:20]=[S:21])([CH3:18])[CH3:17]. No catalyst specified. The product is [CH:16]([NH:19][C:20]([NH:11][C:9]1[S:10][C:6]2[CH:5]=[C:4]([O:3][C:2]([F:1])([F:14])[F:15])[CH:13]=[CH:12][C:7]=2[N:8]=1)=[S:21])([CH3:18])[CH3:17]. The yield is 0.230. (2) The reactants are [F:1][C:2]1([F:36])[O:6][C:5]2[CH:7]=[CH:8][C:9]([C:11]3([C:14]([NH:16][C:17]4[N:22]=[C:21]([C:23]5[CH:24]=[N:25][C:26]([O:33][CH3:34])=[C:27]([C:29]([O:31]C)=[O:30])[CH:28]=5)[C:20]([CH3:35])=[CH:19][CH:18]=4)=[O:15])[CH2:13][CH2:12]3)=[CH:10][C:4]=2[O:3]1.[OH-].[Li+]. The catalyst is O1CCOCC1. The product is [F:36][C:2]1([F:1])[O:6][C:5]2[CH:7]=[CH:8][C:9]([C:11]3([C:14]([NH:16][C:17]4[N:22]=[C:21]([C:23]5[CH:24]=[N:25][C:26]([O:33][CH3:34])=[C:27]([C:29]([OH:31])=[O:30])[CH:28]=5)[C:20]([CH3:35])=[CH:19][CH:18]=4)=[O:15])[CH2:13][CH2:12]3)=[CH:10][C:4]=2[O:3]1. The yield is 0.950. (3) The reactants are FC(F)(F)C(O)=O.C(OC(=O)[NH:14][C:15]1[CH:20]=[CH:19][CH:18]=[C:17]([NH:21][CH2:22][CH2:23][CH2:24][CH2:25][CH2:26][C:27]2[CH:32]=[CH:31][CH:30]=[CH:29][CH:28]=2)[CH:16]=1)(C)(C)C. The catalyst is ClCCl. The product is [C:27]1([CH2:26][CH2:25][CH2:24][CH2:23][CH2:22][NH:21][C:17]2[CH:18]=[CH:19][CH:20]=[C:15]([NH2:14])[CH:16]=2)[CH:32]=[CH:31][CH:30]=[CH:29][CH:28]=1. The yield is 0.920.